From a dataset of Full USPTO retrosynthesis dataset with 1.9M reactions from patents (1976-2016). Predict the reactants needed to synthesize the given product. (1) Given the product [F:41][CH2:40][C@@:27]1([C:30]([O:32][CH2:33][C:34]2[CH:35]=[CH:36][CH:37]=[CH:38][CH:39]=2)=[O:31])[CH2:28][CH2:29][C:24]([C:11]2[C:12]([CH3:22])([CH3:23])[C@H:13]3[C@:8]([CH3:42])([CH2:9][CH:10]=2)[C@@H:7]2[C@:16]([CH3:21])([C@@:17]4([CH3:20])[C@H:4]([CH2:5][CH2:6]2)[C@H:3]2[C@H:43]([C:46]([CH3:48])=[CH2:47])[CH2:44][CH2:45][C@:2]2([NH:1][CH2:61][CH2:60][C:50]2([OH:49])[CH2:51][CH2:52][N:53]([S:56]([CH3:59])(=[O:58])=[O:57])[CH2:54][CH2:55]2)[CH2:19][CH2:18]4)[CH2:15][CH2:14]3)=[CH:25][CH2:26]1, predict the reactants needed to synthesize it. The reactants are: [NH2:1][C@:2]12[CH2:45][CH2:44][C@@H:43]([C:46]([CH3:48])=[CH2:47])[C@@H:3]1[C@@H:4]1[C@@:17]([CH3:20])([CH2:18][CH2:19]2)[C@@:16]2([CH3:21])[C@@H:7]([C@:8]3([CH3:42])[C@@H:13]([CH2:14][CH2:15]2)[C:12]([CH3:23])([CH3:22])[C:11]([C:24]2[CH2:29][CH2:28][C@@:27]([CH2:40][F:41])([C:30]([O:32][CH2:33][C:34]4[CH:39]=[CH:38][CH:37]=[CH:36][CH:35]=4)=[O:31])[CH2:26][CH:25]=2)=[CH:10][CH2:9]3)[CH2:6][CH2:5]1.[OH:49][C:50]1([CH2:60][CH:61]=O)[CH2:55][CH2:54][N:53]([S:56]([CH3:59])(=[O:58])=[O:57])[CH2:52][CH2:51]1.C(O[BH-](OC(=O)C)OC(=O)C)(=O)C.[Na+].C(=O)(O)[O-].[Na+]. (2) Given the product [CH3:1][O:2][C:3]1[CH:8]=[CH:7][CH:6]=[CH:5][C:4]=1[C:9]1[C:17]2[C:12](=[N:13][CH:14]=[C:15]([C:18]3[CH:22]=[CH:21][N:20]([S:31]([C:28]4[CH:29]=[CH:30][C:25]([CH3:35])=[CH:26][CH:27]=4)(=[O:33])=[O:32])[N:19]=3)[CH:16]=2)[N:11]([S:31]([C:28]2[CH:29]=[CH:30][C:25]([CH3:35])=[CH:26][CH:27]=2)(=[O:32])=[O:36])[CH:10]=1, predict the reactants needed to synthesize it. The reactants are: [CH3:1][O:2][C:3]1[CH:8]=[CH:7][CH:6]=[CH:5][C:4]=1[C:9]1[C:17]2[C:12](=[N:13][CH:14]=[C:15]([C:18]3[CH:22]=[CH:21][NH:20][N:19]=3)[CH:16]=2)[NH:11][CH:10]=1.[H-].[Na+].[C:25]1([CH3:35])[CH:30]=[CH:29][C:28]([S:31](Cl)(=[O:33])=[O:32])=[CH:27][CH:26]=1.[OH2:36]. (3) Given the product [Br:6][C:7]1[CH:12]=[CH:11][C:10]([S:13]([NH:21][C:20]2[CH:19]=[C:18]([CH3:17])[C:24]([S:25]([CH2:28][N+:29]([O-:31])=[O:30])(=[O:27])=[O:26])=[C:23]([CH3:32])[CH:22]=2)(=[O:15])=[O:14])=[CH:9][CH:8]=1, predict the reactants needed to synthesize it. The reactants are: C(=O)([O-])[O-].[Ca+2].[Br:6][C:7]1[CH:12]=[CH:11][C:10]([S:13](Cl)(=[O:15])=[O:14])=[CH:9][CH:8]=1.[CH3:17][C:18]1[CH:19]=[C:20]([CH:22]=[C:23]([CH3:32])[C:24]=1[S:25]([CH2:28][N+:29]([O-:31])=[O:30])(=[O:27])=[O:26])[NH2:21].O. (4) Given the product [F:18][C:15]1[CH:14]=[CH:13][C:12]([C:9]2([C:7]([NH2:6])=[O:8])[CH2:11][CH2:10]2)=[CH:17][CH:16]=1, predict the reactants needed to synthesize it. The reactants are: COC1C=C(OC)C=CC=1C[NH:6][C:7]([C:9]1([C:12]2[CH:17]=[CH:16][C:15]([F:18])=[CH:14][CH:13]=2)[CH2:11][CH2:10]1)=[O:8].C(O)(C(F)(F)F)=O. (5) Given the product [CH3:1][N:2]1[C:6]([NH2:7])=[C:5]([C:11]2[CH2:16][CH2:15][CH2:14][CH2:13][CH:12]=2)[C:4]([CH:8]([CH3:10])[CH3:9])=[N:3]1, predict the reactants needed to synthesize it. The reactants are: [CH3:1][N:2]1[C:6]([NH2:7])=[CH:5][C:4]([CH:8]([CH3:10])[CH3:9])=[N:3]1.[C:11]1(=O)[CH2:16][CH2:15][CH2:14][CH2:13][CH2:12]1. (6) Given the product [CH3:1][S:2]([C:5]1[S:9][C:8]([C:10]([Cl:22])=[O:11])=[C:7]2[CH2:13][C:14]([CH3:19])([CH3:18])[CH2:15][C:16](=[O:17])[C:6]=12)(=[O:4])=[O:3], predict the reactants needed to synthesize it. The reactants are: [CH3:1][S:2]([C:5]1[S:9][C:8]([C:10](O)=[O:11])=[C:7]2[CH2:13][C:14]([CH3:19])([CH3:18])[CH2:15][C:16](=[O:17])[C:6]=12)(=[O:4])=[O:3].O=S(Cl)[Cl:22]. (7) Given the product [Cl:1][C:2]1[N:7]=[C:6]([N:8]([CH3:15])[S:9]([N:12]([CH3:14])[CH3:13])(=[O:11])=[O:10])[CH:5]=[C:4]([NH:23][C:20]2[CH:19]=[C:18]([CH3:17])[NH:22][N:21]=2)[N:3]=1, predict the reactants needed to synthesize it. The reactants are: [Cl:1][C:2]1[N:7]=[C:6]([N:8]([CH3:15])[S:9]([N:12]([CH3:14])[CH3:13])(=[O:11])=[O:10])[CH:5]=[C:4](Cl)[N:3]=1.[CH3:17][C:18]1[NH:22][N:21]=[C:20]([NH2:23])[CH:19]=1.CCN(C(C)C)C(C)C. (8) Given the product [CH3:8][O:9][C:10]1[CH:15]=[CH:14][C:13]([NH:16][C:17]([NH:1][C:2]2[CH:7]=[CH:6][N:5]=[CH:4][CH:3]=2)=[O:18])=[CH:12][CH:11]=1, predict the reactants needed to synthesize it. The reactants are: [NH2:1][C:2]1[CH:7]=[CH:6][N:5]=[CH:4][CH:3]=1.[CH3:8][O:9][C:10]1[CH:15]=[CH:14][C:13]([N:16]=[C:17]=[O:18])=[CH:12][CH:11]=1. (9) The reactants are: [CH2:1]([NH:3][C:4]([NH:6][C:7]1[S:8][C:9]2[C:15]([C:16]#[C:17][Si](C)(C)C)=[CH:14][C:13]([C:22]3[CH:23]=[N:24][C:25]([N:28]4[CH2:33][CH2:32][C:31]([CH3:39])([C:34]([O:36][CH2:37][CH3:38])=[O:35])[CH2:30][CH2:29]4)=[N:26][CH:27]=3)=[CH:12][C:10]=2[N:11]=1)=[O:5])[CH3:2].[OH-].[K+]. Given the product [CH2:1]([NH:3][C:4]([NH:6][C:7]1[S:8][C:9]2[C:15]([C:16]#[CH:17])=[CH:14][C:13]([C:22]3[CH:27]=[N:26][C:25]([N:28]4[CH2:29][CH2:30][C:31]([CH3:39])([C:34]([O:36][CH2:37][CH3:38])=[O:35])[CH2:32][CH2:33]4)=[N:24][CH:23]=3)=[CH:12][C:10]=2[N:11]=1)=[O:5])[CH3:2], predict the reactants needed to synthesize it. (10) Given the product [C:33]([C:28]1[CH:29]=[CH:30][CH:31]=[CH:32][C:27]=1[C:24]1[CH:23]=[CH:22][C:21]([CH2:20][N:7]2[C:6]3[S:18][C:3]([CH2:1][CH3:2])=[CH:4][C:5]=3[C:10](=[O:11])[N:9]([CH2:12][C:13]([O:15][CH3:16])=[O:14])[C:8]2=[O:17])=[CH:26][CH:25]=1)#[N:34], predict the reactants needed to synthesize it. The reactants are: [CH2:1]([C:3]1[S:18][C:6]2[NH:7][C:8](=[O:17])[N:9]([CH2:12][C:13]([O:15][CH3:16])=[O:14])[C:10](=[O:11])[C:5]=2[CH:4]=1)[CH3:2].Br[CH2:20][C:21]1[CH:26]=[CH:25][C:24]([C:27]2[C:28]([C:33]#[N:34])=[CH:29][CH:30]=[CH:31][CH:32]=2)=[CH:23][CH:22]=1.C(=O)([O-])[O-].[K+].[K+].